From a dataset of TCR-epitope binding with 47,182 pairs between 192 epitopes and 23,139 TCRs. Binary Classification. Given a T-cell receptor sequence (or CDR3 region) and an epitope sequence, predict whether binding occurs between them. (1) The epitope is VLAWLYAAV. The TCR CDR3 sequence is CASSQVVGVAYNEQFF. Result: 1 (the TCR binds to the epitope). (2) The epitope is YIFFASFYY. The TCR CDR3 sequence is CASSLRGTGVYSNQPQHF. Result: 0 (the TCR does not bind to the epitope). (3) The epitope is YLNTLTLAV. The TCR CDR3 sequence is CASSSPLGETQYF. Result: 1 (the TCR binds to the epitope). (4) The epitope is DATYQRTRALVR. The TCR CDR3 sequence is CASHGPAQETQYF. Result: 0 (the TCR does not bind to the epitope).